Task: Regression. Given a peptide amino acid sequence and an MHC pseudo amino acid sequence, predict their binding affinity value. This is MHC class II binding data.. Dataset: Peptide-MHC class II binding affinity with 134,281 pairs from IEDB (1) The MHC is DRB1_0101 with pseudo-sequence DRB1_0101. The peptide sequence is GNGVVALRNAQLVTF. The binding affinity (normalized) is 0.765. (2) The peptide sequence is TDTTPFGQQRVFKEK. The MHC is DRB1_0901 with pseudo-sequence DRB1_0901. The binding affinity (normalized) is 0. (3) The peptide sequence is NAAYNAADHAAPEDK. The MHC is HLA-DPA10103-DPB10401 with pseudo-sequence HLA-DPA10103-DPB10401. The binding affinity (normalized) is 0. (4) The peptide sequence is YDKFLANVSTVLTPK. The MHC is DRB3_0202 with pseudo-sequence DRB3_0202. The binding affinity (normalized) is 0.984. (5) The MHC is DRB1_1602 with pseudo-sequence DRB1_1602. The peptide sequence is TVLAFPAGVCPTIGV. The binding affinity (normalized) is 0.401. (6) The peptide sequence is SEKEFERAICDMKMA. The MHC is DRB1_0101 with pseudo-sequence DRB1_0101. The binding affinity (normalized) is 0.613.